Dataset: Full USPTO retrosynthesis dataset with 1.9M reactions from patents (1976-2016). Task: Predict the reactants needed to synthesize the given product. (1) Given the product [Cl:8][C:6]1[N:5]=[N:4][C:3]([O:20][C:14]2[C:15]([CH3:19])=[CH:16][CH:17]=[CH:18][C:13]=2[CH:10]2[CH2:11][CH2:12]2)=[C:2]([OH:1])[CH:7]=1, predict the reactants needed to synthesize it. The reactants are: [OH:1][C:2]1[CH:7]=[C:6]([Cl:8])[N:5]=[N:4][C:3]=1Cl.[CH:10]1([C:13]2[CH:18]=[CH:17][CH:16]=[C:15]([CH3:19])[C:14]=2[OH:20])[CH2:12][CH2:11]1.C1C2C(CCCC2)CCC1.[OH-].[K+].Cl. (2) The reactants are: [CH2:1]([N:3]1[C:11]2[C:6](=[CH:7][CH:8]=[C:9]([O:12][CH3:13])[CH:10]=2)[C:5]([C:14]#[N:15])=[C:4]1C1C=CC(O)=CC=1)[CH3:2].Cl[C:24]([O:26][C:27]1[CH:32]=[CH:31][C:30]([N+]([O-])=O)=[CH:29][CH:28]=1)=[O:25].[CH:36]([NH:39][CH3:40])([CH3:38])[CH3:37].O. Given the product [C:14]([C:5]1[C:6]2[C:11](=[CH:10][C:9]([O:12][CH3:13])=[CH:8][CH:7]=2)[N:3]([CH2:1][CH3:2])[C:4]=1[C:30]1[CH:31]=[CH:32][C:27]([O:26][C:24](=[O:25])[N:39]([CH:36]([CH3:38])[CH3:37])[CH3:40])=[CH:28][CH:29]=1)#[N:15], predict the reactants needed to synthesize it. (3) Given the product [CH3:11][O:12][C:13](=[O:17])[CH:14]([CH2:15][OH:16])[CH2:18][C:19]1[CH:24]=[CH:23][CH:22]=[CH:21][CH:20]=1, predict the reactants needed to synthesize it. The reactants are: C[Si](C)(C)[N-][Si](C)(C)C.[Li+].[CH3:11][O:12][C:13](=[O:17])[CH2:14][CH2:15][OH:16].[CH2:18](Br)[C:19]1[CH:24]=[CH:23][CH:22]=[CH:21][CH:20]=1.[Cl-].[NH4+]. (4) Given the product [S:1]1[C:5]2[CH:6]=[CH:7][CH:8]=[CH:9][C:4]=2[N:3]=[C:2]1[O:10][C:11]1[CH:19]=[C:18]2[C:14]([CH:15]=[C:16]([CH:20]=[O:21])[NH:17]2)=[CH:13][CH:12]=1, predict the reactants needed to synthesize it. The reactants are: [S:1]1[C:5]2[CH:6]=[CH:7][CH:8]=[CH:9][C:4]=2[N:3]=[C:2]1[O:10][C:11]1[CH:19]=[C:18]2[C:14]([CH:15]=[C:16]([CH2:20][OH:21])[NH:17]2)=[CH:13][CH:12]=1. (5) Given the product [N+:1]([C:4]1[CH:12]=[CH:11][CH:10]=[C:9]2[C:5]=1[CH2:6][CH2:7][C:8]2=[O:15])([O-:3])=[O:2], predict the reactants needed to synthesize it. The reactants are: [N+:1]([C:4]1[CH:12]=[CH:11][CH:10]=[C:9]2[C:5]=1[CH2:6][CH2:7][CH2:8]2)([O-:3])=[O:2].C(O)(=[O:15])C.